This data is from Peptide-MHC class II binding affinity with 134,281 pairs from IEDB. The task is: Regression. Given a peptide amino acid sequence and an MHC pseudo amino acid sequence, predict their binding affinity value. This is MHC class II binding data. (1) The peptide sequence is EKKYFAATQFEPSAA. The MHC is DRB1_1602 with pseudo-sequence DRB1_1602. The binding affinity (normalized) is 0.459. (2) The peptide sequence is PATLIKAIDGDTVKLMYKGQ. The MHC is DRB1_0701 with pseudo-sequence DRB1_0701. The binding affinity (normalized) is 0. (3) The peptide sequence is RIDTPDKLTGPFTVR. The MHC is DRB1_0405 with pseudo-sequence DRB1_0405. The binding affinity (normalized) is 0.183. (4) The peptide sequence is PAAAYATATPAAATA. The MHC is DRB5_0101 with pseudo-sequence DRB5_0101. The binding affinity (normalized) is 0.601. (5) The peptide sequence is INEPTAYAIAYGLDR. The binding affinity (normalized) is 0.563. The MHC is HLA-DQA10401-DQB10402 with pseudo-sequence HLA-DQA10401-DQB10402. (6) The peptide sequence is YVAWMSATAALAREA. The MHC is HLA-DQA10102-DQB10602 with pseudo-sequence HLA-DQA10102-DQB10602. The binding affinity (normalized) is 0.987. (7) The peptide sequence is AWKTMAMALSIVSLF. The MHC is DRB1_0802 with pseudo-sequence DRB1_0802. The binding affinity (normalized) is 0.615.